From a dataset of Full USPTO retrosynthesis dataset with 1.9M reactions from patents (1976-2016). Predict the reactants needed to synthesize the given product. (1) Given the product [F:1][C:2]1[CH:7]=[C:6]([CH3:8])[C:5]([CH:9]2[C:13](=[O:12])[CH:14]=[CH:15][CH:11]2[OH:19])=[C:4]([CH3:16])[CH:3]=1, predict the reactants needed to synthesize it. The reactants are: [F:1][C:2]1[CH:7]=[C:6]([CH3:8])[C:5]([CH:9]([C:11]2[O:12][CH:13]=[CH:14][CH:15]=2)O)=[C:4]([CH3:16])[CH:3]=1.CC(C)=[O:19].P(=O)(O)(O)O. (2) Given the product [C:4]([C:6]1[CH:7]=[C:8]2[N:14]=[C:13]([C:15]([C:21]3[C:29]([CH:30]4[CH2:31][CH2:32]4)=[CH:28][C:27]([CH3:33])=[C:26]4[C:22]=3[CH:23]=[CH:24][N:25]4[C:34]([O:36][C:37]([CH3:40])([CH3:39])[CH3:38])=[O:35])([OH:20])[C:16]([F:19])([F:18])[F:17])[NH:12][C:9]2=[N:10][CH:11]=1)#[N:5], predict the reactants needed to synthesize it. The reactants are: Cl.CO.[C:4]([C:6]1[CH:7]=[C:8]2[N:14]=[C:13]([C:15]([C:21]3[C:29]([CH:30]4[CH2:32][CH2:31]4)=[CH:28][C:27]([CH3:33])=[C:26]4[C:22]=3[CH:23]=[CH:24][N:25]4[C:34]([O:36][C:37]([CH3:40])([CH3:39])[CH3:38])=[O:35])([OH:20])[C:16]([F:19])([F:18])[F:17])[N:12](COCC[Si](C)(C)C)[C:9]2=[N:10][CH:11]=1)#[N:5].C([O-])(O)=O.[Na+]. (3) Given the product [O:1]=[CH:2][CH2:3][CH2:4][NH:5][C:6]([C@H:8]1[C:13]([CH3:15])([CH3:14])[CH2:12][O:11][C:10]([CH3:17])([CH3:16])[O:9]1)=[O:7], predict the reactants needed to synthesize it. The reactants are: [OH:1][CH2:2][CH2:3][CH2:4][NH:5][C:6]([C@H:8]1[C:13]([CH3:15])([CH3:14])[CH2:12][O:11][C:10]([CH3:17])([CH3:16])[O:9]1)=[O:7].CC(OI1(OC(C)=O)(OC(C)=O)OC(=O)C2C=CC=CC1=2)=O. (4) Given the product [NH2:1][C:2]1[N:7]=[C:6]([N:8]2[CH2:22][CH2:21][C:11]3([CH2:15][NH:14][C@H:13]([C:16]([OH:18])=[O:17])[CH2:12]3)[CH2:10][CH2:9]2)[CH:5]=[C:4]([O:23][C@H:24]([C:29]2[CH:34]=[CH:33][C:32]([Cl:35])=[CH:31][C:30]=2[N:36]2[CH:40]=[CH:39][C:38]([CH3:41])=[N:37]2)[C:25]([F:26])([F:28])[F:27])[N:3]=1, predict the reactants needed to synthesize it. The reactants are: [NH2:1][C:2]1[N:7]=[C:6]([N:8]2[CH2:22][CH2:21][C:11]3([CH2:15][NH:14][C@H:13]([C:16]([O:18]CC)=[O:17])[CH2:12]3)[CH2:10][CH2:9]2)[CH:5]=[C:4]([O:23][C@H:24]([C:29]2[CH:34]=[CH:33][C:32]([Cl:35])=[CH:31][C:30]=2[N:36]2[CH:40]=[CH:39][C:38]([CH3:41])=[N:37]2)[C:25]([F:28])([F:27])[F:26])[N:3]=1.[Li+].[OH-]. (5) Given the product [Br:1][C:2]1[CH:14]=[N:13][C:12]2[C:11]3[C:10]([F:15])=[CH:9][C:8]([F:16])=[C:7]([F:17])[C:6]=3[N:5]([CH:25]([CH:22]3[CH2:23][CH2:24][C:19]([F:18])([F:33])[CH2:20][CH2:21]3)[C:27]3[CH:32]=[CH:31][CH:30]=[CH:29][CH:28]=3)[C:4]=2[CH:3]=1, predict the reactants needed to synthesize it. The reactants are: [Br:1][C:2]1[CH:14]=[N:13][C:12]2[C:11]3[C:10]([F:15])=[CH:9][C:8]([F:16])=[C:7]([F:17])[C:6]=3[NH:5][C:4]=2[CH:3]=1.[F:18][C:19]1([F:33])[CH2:24][CH2:23][CH:22]([CH:25]([C:27]2[CH:32]=[CH:31][CH:30]=[CH:29][CH:28]=2)O)[CH2:21][CH2:20]1.C1(P(C2C=CC=CC=2)C2C=CC=CC=2)C=CC=CC=1.CC(OC(/N=N/C(OC(C)C)=O)=O)C. (6) Given the product [SH:17][C@H:15]1[CH2:14][N:13]([S:18]([C:21]2[CH:30]=[CH:29][C:28]3[C:23](=[CH:24][CH:25]=[CH:26][CH:27]=3)[CH:22]=2)(=[O:19])=[O:20])[C@H:12]([CH2:11][NH:10][C:8](=[O:9])[C:7]2[CH:6]=[CH:5][C:4]([C:3]([OH:33])=[O:2])=[CH:32][CH:31]=2)[CH2:16]1, predict the reactants needed to synthesize it. The reactants are: C[O:2][C:3](=[O:33])[C:4]1[CH:32]=[CH:31][C:7]([C:8]([NH:10][CH2:11][C@@H:12]2[CH2:16][C@@H:15]([SH:17])[CH2:14][N:13]2[S:18]([C:21]2[CH:30]=[CH:29][C:28]3[C:23](=[CH:24][CH:25]=[CH:26][CH:27]=3)[CH:22]=2)(=[O:20])=[O:19])=[O:9])=[CH:6][CH:5]=1.[Li+].[OH-].OS([O-])(=O)=O.[K+]. (7) Given the product [CH3:10][CH2:9][C:8]1[C:7]2[N-:6][C:5](=[CH:29][C:27]3[C:26]([CH2:30][CH3:31])=[C:25]([CH2:32][CH3:33])[C:24](=[CH:23][C:21]4[N-:22][C:18]([CH:17]=[C:15]5[N:16]=[C:12]([CH:11]=2)[C:13]([CH2:40][CH3:41])=[C:14]5[CH2:38][CH3:39])=[C:19]([CH2:36][CH3:37])[C:20]=4[CH2:34][CH3:35])[N:28]=3)[C:4]=1[CH2:2][CH3:3].[Pt+2:1], predict the reactants needed to synthesize it. The reactants are: [Pt+2:1].[CH2:2]([C:4]1[C:5]2[N:6]=[C:7]([CH:11]=[C:12]3[N:16]=[C:15]([CH:17]=[C:18]4[NH:22][C:21]([CH:23]=[C:24]5[N:28]=[C:27]([CH:29]=2)[C:26]([CH2:30][CH3:31])=[C:25]5[CH2:32][CH3:33])=[C:20]([CH2:34][CH3:35])[CH:19]4[CH2:36][CH3:37])[C:14]([CH2:38][CH3:39])=[C:13]3[CH2:40][CH3:41])[C:8]=1[CH2:9][CH3:10])[CH3:3]. (8) The reactants are: [O:1]1[CH2:6][CH2:5][N:4]([C:7]2[C:8]3[N:9]([C:13]([C:28]4[CH:40]=[CH:39][C:31]([C:32]([O:34]C(C)(C)C)=[O:33])=[CH:30][CH:29]=4)=[C:14]([CH2:16][S:17][C:18]4[CH:27]=[CH:26][C:25]5[C:20](=[CH:21][CH:22]=[CH:23][CH:24]=5)[N:19]=4)[N:15]=3)[N:10]=[CH:11][CH:12]=2)[CH2:3][CH2:2]1.C(O)(C(F)(F)F)=O. Given the product [O:1]1[CH2:6][CH2:5][N:4]([C:7]2[C:8]3[N:9]([C:13]([C:28]4[CH:40]=[CH:39][C:31]([C:32]([OH:34])=[O:33])=[CH:30][CH:29]=4)=[C:14]([CH2:16][S:17][C:18]4[CH:27]=[CH:26][C:25]5[C:20](=[CH:21][CH:22]=[CH:23][CH:24]=5)[N:19]=4)[N:15]=3)[N:10]=[CH:11][CH:12]=2)[CH2:3][CH2:2]1, predict the reactants needed to synthesize it.